Dataset: Reaction yield outcomes from USPTO patents with 853,638 reactions. Task: Predict the reaction yield, written as a fraction of the theoretical maximum amount of product (1.0 means a 100% yield; for example, 0.34 means a 34% yield). (1) The reactants are [Cl-].O[NH3+:3].[C:4](=[O:7])([O-])[OH:5].[Na+].CS(C)=O.[Si]([O:20][C:21]1[CH:61]=[CH:60][C:24]([O:25][C@@H:26]2[CH2:31][CH2:30][C@H:29]([N:32]3[C:37](=[O:38])[C:36]([CH2:39][C:40]4[CH:45]=[CH:44][C:43]([C:46]5[C:47]([C:52]#[N:53])=[CH:48][CH:49]=[CH:50][CH:51]=5)=[CH:42][CH:41]=4)=[C:35]([CH2:54][CH2:55][CH3:56])[N:34]4[N:57]=[CH:58][N:59]=[C:33]34)[CH2:28][CH2:27]2)=[CH:23][CH:22]=1)(C(C)(C)C)(C)C. The catalyst is O.C(OCC)(=O)C. The product is [OH:20][C:21]1[CH:22]=[CH:23][C:24]([O:25][C@@H:26]2[CH2:27][CH2:28][C@H:29]([N:32]3[C:37](=[O:38])[C:36]([CH2:39][C:40]4[CH:41]=[CH:42][C:43]([C:46]5[CH:51]=[CH:50][CH:49]=[CH:48][C:47]=5[C:52]5[NH:53][C:4](=[O:7])[O:5][N:3]=5)=[CH:44][CH:45]=4)=[C:35]([CH2:54][CH2:55][CH3:56])[N:34]4[N:57]=[CH:58][N:59]=[C:33]34)[CH2:30][CH2:31]2)=[CH:60][CH:61]=1. The yield is 0.0980. (2) The reactants are [C:8](O[C:8]([C:10]([F:13])([F:12])[F:11])=[O:9])([C:10]([F:13])([F:12])[F:11])=[O:9].[C:14]1([CH:20]([C:23]2[CH:28]=[CH:27][CH:26]=[CH:25][CH:24]=2)[CH2:21][NH2:22])[CH:19]=[CH:18][CH:17]=[CH:16][CH:15]=1. No catalyst specified. The product is [C:23]1([CH:20]([C:14]2[CH:15]=[CH:16][CH:17]=[CH:18][CH:19]=2)[CH2:21][NH:22][C:8](=[O:9])[C:10]([F:11])([F:12])[F:13])[CH:24]=[CH:25][CH:26]=[CH:27][CH:28]=1. The yield is 0.320.